From a dataset of Full USPTO retrosynthesis dataset with 1.9M reactions from patents (1976-2016). Predict the reactants needed to synthesize the given product. (1) Given the product [OH:25][CH2:24][CH:23]([NH:22][C:18]([C:14]1[S:13][C:12](/[CH:11]=[CH:10]/[C:9]2[C:5]([CH2:1][CH2:2][CH2:3][CH3:4])=[N:6][O:7][C:8]=2[CH3:21])=[N:16][C:15]=1[CH3:17])=[O:20])[CH2:26][CH3:27], predict the reactants needed to synthesize it. The reactants are: [CH2:1]([C:5]1[C:9](/[CH:10]=[CH:11]/[C:12]2[S:13][C:14]([C:18]([OH:20])=O)=[C:15]([CH3:17])[N:16]=2)=[C:8]([CH3:21])[O:7][N:6]=1)[CH2:2][CH2:3][CH3:4].[NH2:22][CH:23]([CH2:26][CH3:27])[CH2:24][OH:25]. (2) Given the product [Si:1]([O:8][CH2:9][CH2:10][NH:11][CH2:22][C:21]1[CH:24]=[CH:25][C:18]([F:17])=[CH:19][CH:20]=1)([C:4]([CH3:6])([CH3:7])[CH3:5])([CH3:3])[CH3:2], predict the reactants needed to synthesize it. The reactants are: [Si:1]([O:8][CH2:9][CH2:10][NH:11]C1CCCC1)([C:4]([CH3:7])([CH3:6])[CH3:5])([CH3:3])[CH3:2].[F:17][C:18]1[CH:25]=[CH:24][C:21]([CH:22]=O)=[CH:20][CH:19]=1.[Si](OCCN)(C(C)(C)C)(C)C. (3) Given the product [NH:44]1[C:40]([C:35]2[CH:36]=[CH:37][CH:38]=[CH:39][C:34]=2[C:30]2[CH:29]=[C:28]3[C:33](=[CH:32][CH:31]=2)[C@@H:25]([N:19]2[C:17]4=[N:18][C:13]([CH2:10][CH2:9][C:7]([C:1]5[CH:6]=[CH:5][CH:4]=[CH:3][CH:2]=5)([OH:11])[CH3:8])=[CH:14][C:15]([CH3:64])=[C:16]4[N:21]=[C:20]2[CH2:22][CH2:23][CH3:24])[CH2:26][CH2:27]3)=[N:41][N:42]=[N:43]1, predict the reactants needed to synthesize it. The reactants are: [C:1]1([C:7]([OH:11])([C:9]#[CH:10])[CH3:8])[CH:6]=[CH:5][CH:4]=[CH:3][CH:2]=1.Br[C:13]1[N:18]=[C:17]2[N:19]([C@@H:25]3[C:33]4[C:28](=[CH:29][C:30]([C:34]5[CH:39]=[CH:38][CH:37]=[CH:36][C:35]=5[C:40]5[N:44](C(C6C=CC=CC=6)(C6C=CC=CC=6)C6C=CC=CC=6)[N:43]=[N:42][N:41]=5)=[CH:31][CH:32]=4)[CH2:27][CH2:26]3)[C:20]([CH2:22][CH2:23][CH3:24])=[N:21][C:16]2=[C:15]([CH3:64])[CH:14]=1. (4) Given the product [NH2:1][C:2]1[N:7]=[C:6]2[CH2:21][O:20][CH2:19][C:5]2=[N:4][C:3]=1[C:10]([O:12][CH3:13])=[O:11], predict the reactants needed to synthesize it. The reactants are: [NH2:1][C:2]1[C:3]([C:10]([O:12][CH3:13])=[O:11])=[N:4][C:5](Cl)=[C:6](Cl)[N:7]=1.C([Sn](CCCC)(CCCC)[CH2:19][O:20][CH2:21][Sn](CCCC)(CCCC)CCCC)CCC.CC(C1C=C(C(C)C)C(C2C=CC=CC=2P(C2CCCCC2)C2CCCCC2)=C(C(C)C)C=1)C. (5) Given the product [N+:1]([C:4]1[CH:5]=[CH:6][C:7]([O:46][C:40]2[CH:41]=[C:42]3[C:37](=[CH:38][CH:39]=2)[O:36][CH:35]([C:30]2[CH:31]=[CH:32][CH:33]=[CH:34][C:29]=2[C:28]([F:27])([F:47])[F:48])[CH2:44][CH:43]3[OH:45])=[N:8][CH:9]=1)([O-:3])=[O:2], predict the reactants needed to synthesize it. The reactants are: [N+:1]([C:4]1[CH:5]=[CH:6][C:7](OC2C=C3C(=CC=2)OC(C2C=CC=CC=2)CC3)=[N:8][CH:9]=1)([O-:3])=[O:2].[F:27][C:28]([F:48])([F:47])[C:29]1[CH:34]=[CH:33][CH:32]=[CH:31][C:30]=1[CH:35]1[CH2:44][CH:43]([OH:45])[C:42]2[C:37](=[CH:38][CH:39]=[C:40]([OH:46])[CH:41]=2)[O:36]1. (6) Given the product [CH3:19]/[C:20](=[CH:24]\[CH2:25][CH2:26][CH3:27])/[C:21]([N:8]1[C@@H:7]([C:1]2[CH:2]=[CH:3][CH:4]=[CH:5][CH:6]=2)[C@@H:11]([C:12]2[CH:13]=[CH:14][CH:15]=[CH:16][CH:17]=2)[O:10][C:9]1=[O:18])=[O:23], predict the reactants needed to synthesize it. The reactants are: [C:1]1([C@H:7]2[C@@H:11]([C:12]3[CH:17]=[CH:16][CH:15]=[CH:14][CH:13]=3)[O:10][C:9](=[O:18])[NH:8]2)[CH:6]=[CH:5][CH:4]=[CH:3][CH:2]=1.[CH3:19][C:20](=[CH:24][CH2:25][CH3:26])[C:21]([OH:23])=O.[CH3:27]COC1N(C(OCC)=O)C2C(=CC=CC=2)C=C1.[Li+].[Cl-]. (7) Given the product [CH3:2][C:3]1[CH:4]=[C:5]([O:18][S:19]([C:22]2[CH:27]=[CH:26][CH:25]=[CH:24][C:23]=2[S:28]([N:31]([CH2:32][C:33]([OH:35])=[O:34])[CH2:38][C:39]([OH:41])=[O:40])(=[O:30])=[O:29])(=[O:20])=[O:21])[CH:6]=[C:7]([CH:17]=1)[O:8][CH2:9][CH2:10][CH2:11][O:12][NH:13][C:14]([NH2:16])=[NH:15], predict the reactants needed to synthesize it. The reactants are: Cl.[CH3:2][C:3]1[CH:4]=[C:5]([O:18][S:19]([C:22]2[CH:27]=[CH:26][CH:25]=[CH:24][C:23]=2[S:28]([N:31]([CH2:38][C:39]([O:41]CC)=[O:40])[CH2:32][C:33]([O:35]CC)=[O:34])(=[O:30])=[O:29])(=[O:21])=[O:20])[CH:6]=[C:7]([CH:17]=1)[O:8][CH2:9][CH2:10][CH2:11][O:12][NH:13][C:14]([NH2:16])=[NH:15].C(C(=CC1C=CC(O)=CC=1)C(O)=O)#N. (8) Given the product [Cl:17][C:7]1[C:6]([C:11]([F:14])([F:13])[F:12])=[CH:5][C:4]([N+:1]([O-:3])=[O:2])=[CH:9][N:8]=1, predict the reactants needed to synthesize it. The reactants are: [N+:1]([C:4]1[CH:5]=[C:6]([C:11]([F:14])([F:13])[F:12])[C:7](O)=[N:8][CH:9]=1)([O-:3])=[O:2].O=S(Cl)[Cl:17].